From a dataset of Drug-target binding data from BindingDB using IC50 measurements. Regression. Given a target protein amino acid sequence and a drug SMILES string, predict the binding affinity score between them. We predict pIC50 (pIC50 = -log10(IC50 in M); higher means more potent). Dataset: bindingdb_ic50. (1) The small molecule is OC[C@H]1NC[C@@H](O)[C@@H]1O. The target protein (P21139) has sequence MAAAPFLKHWRTTFERVEKFVSPIYFTDCNLRGRLFGDSCPVTLSSFLTPERLPYEKAVQQNFSPAQVGDSFGPTWWTCWFRVELVIPEVWVGKEVHLCWESDGESLVWRDGEPVQGLTKEGEKTSYVLSERLHAADPRSLTLYVEVACNGLLGAGKGSMIAAPDPEKMFQLSQAKLAVFHRDVHNLLVDLELLLGVAKGLGEDNQRSFQALYTANQMVNICDPAQPETYPAAEALASKFFGQRGGESQHTIHATGHCHIDTAWLWPFKETVRKCARSWSTAVKLMERNTEFTFACSQAQQLEWVKNQYPGLYAQLQEFACRGQFVPVGGTWVEMDGNLPSGEAMVRQFLQGQNFFLQEFGKMCSEFWLPDTFGYSAQLPQIMQGCGIKRFLTQKLSWNLVNSFPHHTFFWEGLDGSQVLVHFPPGDSYGMQGSVEEVLKTVTNNRDKGRTNHSGFLFGFGDGGGGPTQTMLDRLKRLGNTDGQPRVQLSSPGQLFTALE.... The pIC50 is 4.0. (2) The small molecule is Cc1ccc(C(=O)Oc2ccc(C)cc2C(=O)c2ccc(C)cc2)cc1. The target protein (P00599) has sequence NLYQFKNMIHCTVPNRPWWHFANYGCYCGRGGKGTPVDDLDRCCQIHDKCYDEAEKISGCWPYIKTYTYESCQGTLTCKDGGKCAASVCDCDRVAANCFARATYNDKNYNIDFNARCQ. The pIC50 is 4.2. (3) The small molecule is O=C(O)C1CC1C(=O)c1ccc(Cl)c(Cl)c1. The target protein (P38169) has sequence MSESVAIIGAGLVGCLAALAFSKEGYNVTLYDFRQDPRLDTTKNKNLKSINLAISARGIDALKSIDPDACEHILQDMIPMKGRMIHDLKGRQESQLYGLHGEAINSINRSVLNNSLLDELEKSTTELKFGHKLVKIEWTDDKQICHFAIGEDLKTPHTEKYDFVIGCDGAYSATRSQMQRKVEMDFSQEYMNLRYIELYIPPTEEFKPNYGGNFAIAPDHLHIWPRHKFMLIALANSDGSFTSTFFGSKDQISDLITSKSRVREFLIENFPDIINIMDLDDAVKRFITYPKESLVCVNCKPYDVPGGKAILLGDAAHAMVPFYGQGMNCGFEDVRILMALLKKHSGDRSRAFTEYTQTRHKDLVSITELAKRNYKEMSHDVTSKRFLLRKKLDALFSIIMKDKWIPLYTMISFRSDISYSRALERAGKQTRILKFLESLTLGMLSIGGYKLFKFLTRERS. The pIC50 is 7.1. (4) The compound is O=S(=O)(Nc1cc(Cl)c(Cl)cc1NS(=O)(=O)c1cccc(Cl)c1F)c1cccs1. The target protein (P41597) has sequence MLSTSRSRFIRNTNESGEEVTTFFDYDYGAPCHKFDVKQIGAQLLPPLYSLVFIFGFVGNMLVVLILINCKKLKCLTDIYLLNLAISDLLFLITLPLWAHSAANEWVFGNAMCKLFTGLYHIGYFGGIFFIILLTIDRYLAIVHAVFALKARTVTFGVVTSVITWLVAVFASVPGIIFTKCQKEDSVYVCGPYFPRGWNNFHTIMRNILGLVLPLLIMVICYSGILKTLLRCRNEKKRHRAVRVIFTIMIVYFLFWTPYNIVILLNTFQEFFGLSNCESTSQLDQATQVTETLGMTHCCINPIIYAFVGEKFRSLFHIALGCRIAPLQKPVCGGPGVRPGKNVKVTTQGLLDGRGKGKSIGRAPEASLQDKEGA. The pIC50 is 6.4. (5) The compound is CCCCCc1cn([C@H]2C[C@H](n3cc(C)c(=O)[nH]c3=O)O[C@@H]2CO)nn1. The target protein (Q9PPP5) has sequence MAKVNAFSKKIGWIELITGPMFAGKTAELIRRLHRLEYADVKYLVFKPKIDTRSIRNIQSRTGTSLPSVEVESAPEILNYIMSNSFNDETKVIGIDEVQFFDDRICEVANILAENGFVVIISGLDKNFKGEPFGPIAKLFTYADKITKLTAICNECGAEATHSLRKIDGKHADYNDDIVKIGCQEFYSAVCRHHHKVPNRPYLNSNSEEFIKFFKNKKRNKNI. The pIC50 is 3.7.